Dataset: Reaction yield outcomes from USPTO patents with 853,638 reactions. Task: Predict the reaction yield, written as a fraction of the theoretical maximum amount of product (1.0 means a 100% yield; for example, 0.34 means a 34% yield). (1) The reactants are Cl.Cl.Cl.[N:4]1[C:8]2[CH:9]=[CH:10][CH:11]=[CH:12][C:7]=2[NH:6][C:5]=1[S:13][CH2:14][CH2:15][N:16]1[CH2:21][CH2:20][NH:19][CH2:18][CH2:17]1.C(=O)([O-])[O-].[K+].[K+].[CH3:28][S:29][C:30]1[C:35]([NH:36][C:37](=[O:40])[CH2:38]Br)=[C:34]([S:41][CH3:42])[CH:33]=[C:32]([CH3:43])[N:31]=1. The catalyst is C(#N)C.O. The product is [N:4]1[C:8]2[CH:9]=[CH:10][CH:11]=[CH:12][C:7]=2[NH:6][C:5]=1[S:13][CH2:14][CH2:15][N:16]1[CH2:21][CH2:20][N:19]([CH2:38][C:37]([NH:36][C:35]2[C:30]([S:29][CH3:28])=[N:31][C:32]([CH3:43])=[CH:33][C:34]=2[S:41][CH3:42])=[O:40])[CH2:18][CH2:17]1. The yield is 0.880. (2) The reactants are [CH3:1][O:2][C@@H:3]1[C@H:10]([OH:11])[CH2:9][CH2:8][C@@:5]2([O:7][CH2:6]2)[C@H:4]1[C@:12]1([CH3:20])[C@@H:14]([CH2:15][CH:16]=[C:17]([CH3:19])[CH3:18])[O:13]1.[C:21]1([CH3:38])[CH:26]=[CH:25][C:24]([P:27](=[O:37])([C:30]2[CH:35]=[CH:34][C:33]([CH3:36])=[CH:32][CH:31]=2)[CH:28]=[CH2:29])=[CH:23][CH:22]=1.[OH-].[K+]. The catalyst is C1(C)C=CC=CC=1. The product is [CH3:1][O:2][C@@H:3]1[C@H:10]([O:11][CH2:29][CH2:28][P:27](=[O:37])([C:24]2[CH:25]=[CH:26][C:21]([CH3:38])=[CH:22][CH:23]=2)[C:30]2[CH:31]=[CH:32][C:33]([CH3:36])=[CH:34][CH:35]=2)[CH2:9][CH2:8][C@@:5]2([O:7][CH2:6]2)[C@H:4]1[C@:12]1([CH3:20])[C@@H:14]([CH2:15][CH:16]=[C:17]([CH3:19])[CH3:18])[O:13]1. The yield is 0.270. (3) The reactants are [F:1][C:2]1[CH:12]=[C:11]([N+:13]([O-])=O)[CH:10]=[CH:9][C:3]=1[C:4]([N:6]([CH3:8])[CH3:7])=[O:5].O.O.Cl[Sn]Cl. The catalyst is CCO. The product is [NH2:13][C:11]1[CH:10]=[CH:9][C:3]([C:4]([N:6]([CH3:8])[CH3:7])=[O:5])=[C:2]([F:1])[CH:12]=1. The yield is 1.00. (4) The reactants are [NH2:1][C:2]1[CH:3]=[C:4]([C:8]2[N:13]3[N:14]=[C:15]([C:20]4[CH:25]=[CH:24][C:23]([O:26][C:27]5[CH:32]=[CH:31][CH:30]=[CH:29][CH:28]=5)=[CH:22][CH:21]=4)[C:16]([C:17]([NH2:19])=[O:18])=[C:12]3[N:11]=[CH:10][CH:9]=2)[CH:5]=[CH:6][CH:7]=1.[C:33](Cl)(=[O:36])[CH:34]=[CH2:35]. The catalyst is C(Cl)Cl. The product is [C:33]([NH:1][C:2]1[CH:3]=[C:4]([C:8]2[N:13]3[N:14]=[C:15]([C:20]4[CH:25]=[CH:24][C:23]([O:26][C:27]5[CH:28]=[CH:29][CH:30]=[CH:31][CH:32]=5)=[CH:22][CH:21]=4)[C:16]([C:17]([NH2:19])=[O:18])=[C:12]3[N:11]=[CH:10][CH:9]=2)[CH:5]=[CH:6][CH:7]=1)(=[O:36])[CH:34]=[CH2:35]. The yield is 0.110. (5) The catalyst is C(#N)C. The product is [Br:23][C:24]1[CH:39]=[CH:38][C:27]([O:28][C:29]2[N:36]=[C:35]([NH:8][CH2:48][CH2:49][OH:52])[CH:34]=[CH:33][C:30]=2[C:31]#[N:32])=[CH:26][C:25]=1[CH:40]1[O:44][CH2:43][CH2:42][O:41]1. The reactants are BrC1C=CC(OC2C=CC(C#N)=C(Cl)[N:8]=2)=CC=1C1OCCO1.[Br:23][C:24]1[CH:39]=[CH:38][C:27]([O:28][C:29]2[N:36]=[C:35](Cl)[CH:34]=[CH:33][C:30]=2[C:31]#[N:32])=[CH:26][C:25]=1[CH:40]1[O:44][CH2:43][CH2:42][O:41]1.BrC1C=C[C:49]([OH:52])=[CH:48]C=1C1OCCO1. The yield is 0.410. (6) The reactants are Cl[C:2]1[N:3]=[C:4]([NH:17][CH3:18])[C:5]2[CH2:10][CH2:9][CH:8]([C:11]3[CH:16]=[CH:15][CH:14]=[CH:13][CH:12]=3)[C:6]=2[N:7]=1.[NH2:19][C:20]1[CH:25]=[CH:24][C:23]([N:26]2[CH:30]=[C:29]([C:31]#[N:32])[N:28]=[CH:27]2)=[C:22]([O:33][CH3:34])[CH:21]=1.CC(O)=O.[OH-].[Na+]. The catalyst is O1CCOCC1. The product is [CH3:34][O:33][C:22]1[CH:21]=[C:20]([NH:19][C:2]2[N:3]=[C:4]([NH:17][CH3:18])[C:5]3[CH2:10][CH2:9][CH:8]([C:11]4[CH:16]=[CH:15][CH:14]=[CH:13][CH:12]=4)[C:6]=3[N:7]=2)[CH:25]=[CH:24][C:23]=1[N:26]1[CH:30]=[C:29]([C:31]#[N:32])[N:28]=[CH:27]1. The yield is 0.226. (7) The reactants are [Cl:1][C:2]1[CH:7]=[CH:6][C:5]([CH:8]2[C:17]3[C:12](=[CH:13][C:14]([C:18]4[N:19]=[N:20][C:21]([C:24]([F:27])([F:26])[F:25])=[CH:22][CH:23]=4)=[CH:15][CH:16]=3)[CH2:11][N:10](C)[CH2:9]2)=[CH:4][CH:3]=1.CN(C1C2C(N(C)C)=CC=CC=2C=CC=1)C.ClC(OC(Cl)C)=O. The catalyst is ClCCCl. The product is [Cl:1][C:2]1[CH:7]=[CH:6][C:5]([CH:8]2[C:17]3[C:12](=[CH:13][C:14]([C:18]4[N:19]=[N:20][C:21]([C:24]([F:25])([F:26])[F:27])=[CH:22][CH:23]=4)=[CH:15][CH:16]=3)[CH2:11][NH:10][CH2:9]2)=[CH:4][CH:3]=1. The yield is 0.330.